From a dataset of Peptide-MHC class II binding affinity with 134,281 pairs from IEDB. Regression. Given a peptide amino acid sequence and an MHC pseudo amino acid sequence, predict their binding affinity value. This is MHC class II binding data. (1) The peptide sequence is DEYVEQVAQYKALPV. The MHC is HLA-DQA10102-DQB10602 with pseudo-sequence HLA-DQA10102-DQB10602. The binding affinity (normalized) is 0.543. (2) The peptide sequence is KLIEDINVGFKAAVA. The MHC is HLA-DQA10501-DQB10201 with pseudo-sequence HLA-DQA10501-DQB10201. The binding affinity (normalized) is 0.300. (3) The peptide sequence is YDKFLANVSTVLFGK. The MHC is DRB1_0405 with pseudo-sequence DRB1_0405. The binding affinity (normalized) is 0.579. (4) The peptide sequence is SQAWQPGVAMPNLYK. The binding affinity (normalized) is 0.323. The MHC is DRB1_0401 with pseudo-sequence DRB1_0401. (5) The peptide sequence is YKLGPSPKARSERPA. The MHC is HLA-DPA10103-DPB10301 with pseudo-sequence HLA-DPA10103-DPB10301. The binding affinity (normalized) is 0.244. (6) The peptide sequence is FLGCLVKEIPPRLLY. The MHC is HLA-DQA10501-DQB10301 with pseudo-sequence HLA-DQA10501-DQB10301. The binding affinity (normalized) is 0.463. (7) The peptide sequence is HEWCCRSCTLPPLRY. The MHC is DRB3_0101 with pseudo-sequence DRB3_0101. The binding affinity (normalized) is 0.226. (8) The peptide sequence is QITKIQNFRVYYRDSRDPIW. The MHC is DRB1_1101 with pseudo-sequence DRB1_1101. The binding affinity (normalized) is 0.477. (9) The peptide sequence is GQEKYTDYLTVMDRY. The MHC is DRB1_1301 with pseudo-sequence DRB1_1301. The binding affinity (normalized) is 0. (10) The peptide sequence is ARVTVKDVTFRNITG. The binding affinity (normalized) is 0.490. The MHC is DRB1_0301 with pseudo-sequence DRB1_0301.